From a dataset of Forward reaction prediction with 1.9M reactions from USPTO patents (1976-2016). Predict the product of the given reaction. Given the reactants Br[C:2]1[C:7](=[O:8])[N:6]([CH2:9][C:10]2[CH:15]=[CH:14][C:13]([C:16]3[C:17]([C:22]#[N:23])=[CH:18][CH:19]=[CH:20][CH:21]=3)=[CH:12][CH:11]=2)[C:5]([CH2:24][CH2:25][CH2:26][CH3:27])=[N:4][C:3]=1[CH3:28].[O:29]1[C:33]2[CH:34]=[CH:35][C:36](B(O)O)=[CH:37][C:32]=2[CH2:31][CH2:30]1.C(=O)([O-])[O-].[Cs+].[Cs+], predict the reaction product. The product is: [CH2:24]([C:5]1[N:6]([CH2:9][C:10]2[CH:15]=[CH:14][C:13]([C:16]3[C:17]([C:22]#[N:23])=[CH:18][CH:19]=[CH:20][CH:21]=3)=[CH:12][CH:11]=2)[C:7](=[O:8])[C:2]([C:36]2[CH:35]=[CH:34][C:33]3[O:29][CH2:30][CH2:31][C:32]=3[CH:37]=2)=[C:3]([CH3:28])[N:4]=1)[CH2:25][CH2:26][CH3:27].